Predict the reactants needed to synthesize the given product. From a dataset of Full USPTO retrosynthesis dataset with 1.9M reactions from patents (1976-2016). (1) Given the product [NH:26]1[CH:27]=[N:28][C:24]([C:21]2[CH:22]=[C:23]3[C:18](=[CH:19][CH:20]=2)[NH:17][N:16]=[C:15]3[C:11]2[CH:10]=[C:9]([NH:8][C:6]([C:2]3[O:1][CH:5]=[CH:4][CH:3]=3)=[O:7])[CH:14]=[CH:13][CH:12]=2)=[N:25]1, predict the reactants needed to synthesize it. The reactants are: [O:1]1[CH:5]=[CH:4][CH:3]=[C:2]1[C:6]([NH:8][C:9]1[CH:14]=[CH:13][CH:12]=[C:11]([C:15]2[C:23]3[C:18](=[CH:19][CH:20]=[C:21]([C:24]4[N:28]=[CH:27][N:26](C(C5C=CC=CC=5)(C5C=CC=CC=5)C5C=CC=CC=5)[N:25]=4)[CH:22]=3)[N:17](C3CCCCO3)[N:16]=2)[CH:10]=1)=[O:7]. (2) The reactants are: Cl.[C:2]([C:5]1[CH:6]=[CH:7][C:8]([O:30][CH2:31][CH:32]2[CH2:34][CH2:33]2)=[C:9]([C:11]2[C:12]3[NH:19][C:18]([CH3:20])=[C:17]([C:21]([NH:23][CH:24]4[CH2:29][CH2:28][NH:27][CH2:26][CH2:25]4)=[O:22])[C:13]=3[N:14]=[CH:15][N:16]=2)[CH:10]=1)(=[O:4])[CH3:3].C([O:38][C@@H:39]([CH3:43])[C:40](Cl)=[O:41])(=O)C. Given the product [C:2]([C:5]1[CH:6]=[CH:7][C:8]([O:30][CH2:31][CH:32]2[CH2:33][CH2:34]2)=[C:9]([C:11]2[C:12]3[NH:19][C:18]([CH3:20])=[C:17]([C:21]([NH:23][CH:24]4[CH2:29][CH2:28][N:27]([C:40](=[O:41])[C@@H:39]([OH:38])[CH3:43])[CH2:26][CH2:25]4)=[O:22])[C:13]=3[N:14]=[CH:15][N:16]=2)[CH:10]=1)(=[O:4])[CH3:3], predict the reactants needed to synthesize it. (3) Given the product [Cl:1][C:2]1[C:9]([CH3:10])=[C:8]([N:11]2[C:15](=[O:16])[C@:14]3([CH3:22])[C@H:17]([OH:20])[CH2:18][CH2:19][N:13]3[C:12]2=[O:21])[CH:7]=[CH:6][C:3]=1[C:4]#[N:5], predict the reactants needed to synthesize it. The reactants are: [Cl:1][C:2]1[C:9]([CH3:10])=[C:8]([N:11]2[C:15](=[O:16])[C@@H:14]3[C@H:17]([OH:20])[CH2:18][CH2:19][N:13]3[C:12]2=[O:21])[CH:7]=[CH:6][C:3]=1[C:4]#[N:5].[CH3:22]N1C(=O)N(C)CCC1.[Li+].CC([N-]C(C)C)C.IC. (4) The reactants are: [Br:1][C:2]1[CH:3]=[C:4]([CH2:20][C@H:21]([NH:41][C:42](=[O:48])[O:43][C:44]([CH3:47])([CH3:46])[CH3:45])[C:22]2[N:23]([CH2:33][O:34][CH2:35][CH2:36][Si:37]([CH3:40])([CH3:39])[CH3:38])[C:24]([C:27]3[CH:32]=[CH:31][CH:30]=[CH:29][CH:28]=3)=[CH:25][N:26]=2)[CH:5]=[CH:6][C:7]=1[C:8]1[S:12](=[O:14])(=[O:13])[N:11]([C:15]([CH3:18])([CH3:17])[CH3:16])[C:10](=[O:19])[CH:9]=1.CCC(C)[BH-](C(C)CC)C(C)CC.[Li+]. Given the product [Br:1][C:2]1[CH:3]=[C:4]([CH2:20][C@H:21]([NH:41][C:42](=[O:48])[O:43][C:44]([CH3:47])([CH3:46])[CH3:45])[C:22]2[N:23]([CH2:33][O:34][CH2:35][CH2:36][Si:37]([CH3:39])([CH3:38])[CH3:40])[C:24]([C:27]3[CH:28]=[CH:29][CH:30]=[CH:31][CH:32]=3)=[CH:25][N:26]=2)[CH:5]=[CH:6][C:7]=1[CH:8]1[S:12](=[O:13])(=[O:14])[N:11]([C:15]([CH3:16])([CH3:17])[CH3:18])[C:10](=[O:19])[CH2:9]1, predict the reactants needed to synthesize it. (5) Given the product [C:1]([O:7][CH2:8][C:18]([CH3:21])([CH3:19])[CH3:17])(=[O:6])[C:2]([CH3:5])([CH3:4])[CH3:3], predict the reactants needed to synthesize it. The reactants are: [C:1]([O:7][CH3:8])(=[O:6])[C:2]([CH3:5])([CH3:4])[CH3:3].N[C@H](C=O)CCSC.[CH3:17][C:18]([CH3:21])([O-])[CH3:19].[K+].[H][H].CC(C)(C)CO. (6) Given the product [Cl:29][C:13]1[CH:14]=[C:15]([O:18][C:19]2[CH:24]=[CH:23][N:22]=[C:21]([NH:34][CH2:35][CH2:36][CH2:37][OH:38])[N:20]=2)[CH:16]=[CH:17][C:12]=1[NH:11][C:9]([NH:8][C:5]1[CH:6]=[CH:7][C:2]([Cl:1])=[C:3]([C:30]([F:33])([F:32])[F:31])[CH:4]=1)=[O:10], predict the reactants needed to synthesize it. The reactants are: [Cl:1][C:2]1[CH:7]=[CH:6][C:5]([NH:8][C:9]([NH:11][C:12]2[CH:17]=[CH:16][C:15]([O:18][C:19]3[CH:24]=[CH:23][N:22]=[C:21](S(C)(=O)=O)[N:20]=3)=[CH:14][C:13]=2[Cl:29])=[O:10])=[CH:4][C:3]=1[C:30]([F:33])([F:32])[F:31].[NH2:34][CH2:35][CH2:36][CH2:37][OH:38]. (7) Given the product [CH:16]1([CH2:15][C:5]([O:4][CH3:3])([C:6]([O:8][CH3:9])=[O:7])[C:10]([O:12][CH3:13])=[O:11])[CH2:18][CH2:17]1, predict the reactants needed to synthesize it. The reactants are: [H-].[Na+].[CH3:3][O:4][CH:5]([C:10]([O:12][CH3:13])=[O:11])[C:6]([O:8][CH3:9])=[O:7].Br[CH2:15][CH:16]1[CH2:18][CH2:17]1.[I-].[Na+]. (8) The reactants are: Br[C:2]1[CH:3]=[C:4]2[C:9](=[CH:10][CH:11]=1)[C:8](=[O:12])[NH:7][N:6]=[C:5]2[Cl:13].[CH3:14][C:15]1[CH:22]=[CH:21][CH:20]=[CH:19][C:16]=1[CH2:17][NH2:18].C1C=CC(P(C2C(C3C(P(C4C=CC=CC=4)C4C=CC=CC=4)=CC=C4C=3C=CC=C4)=C3C(C=CC=C3)=CC=2)C2C=CC=CC=2)=CC=1.CC([O-])(C)C.[Na+]. Given the product [Cl:13][C:5]1[C:4]2[C:9](=[CH:10][CH:11]=[C:2]([NH:18][CH2:17][C:16]3[CH:19]=[CH:20][CH:21]=[CH:22][C:15]=3[CH3:14])[CH:3]=2)[C:8](=[O:12])[NH:7][N:6]=1, predict the reactants needed to synthesize it. (9) Given the product [CH2:13]([O:15][C:16](=[O:25])[CH2:17][C:18]1[CH:19]=[CH:20][C:21]([NH:24][C:2](=[O:4])[C:1]2[CH:11]=[CH:10][CH:9]=[CH:8][C:7]=2[NH2:6])=[CH:22][CH:23]=1)[CH3:14], predict the reactants needed to synthesize it. The reactants are: [C:1]12[C:7](=[CH:8][CH:9]=[CH:10][CH:11]=1)[NH:6]C(=O)[O:4][C:2]2=O.[CH2:13]([O:15][C:16](=[O:25])[CH2:17][C:18]1[CH:23]=[CH:22][C:21]([NH2:24])=[CH:20][CH:19]=1)[CH3:14].C(O)(=O)C. (10) The reactants are: Cl[C:2]1[N:7]2[N:8]=[CH:9][C:10]([C:11]([O:13][CH2:14][CH3:15])=[O:12])=[C:6]2[N:5]=[CH:4][C:3]=1[C:16]([N:18]1[CH2:23][CH2:22][CH:21]([C:24]2[CH:29]=[CH:28][CH:27]=[CH:26][CH:25]=2)[CH2:20][CH2:19]1)=[O:17].[CH3:30][N:31]1[C:39]2[C:34](=[CH:35][C:36]([NH2:40])=[CH:37][CH:38]=2)[CH:33]=[CH:32]1. Given the product [CH2:14]([O:13][C:11]([C:10]1[CH:9]=[N:8][N:7]2[C:2]([NH:40][C:36]3[CH:35]=[C:34]4[C:39](=[CH:38][CH:37]=3)[N:31]([CH3:30])[CH:32]=[CH:33]4)=[C:3]([C:16]([N:18]3[CH2:23][CH2:22][CH:21]([C:24]4[CH:29]=[CH:28][CH:27]=[CH:26][CH:25]=4)[CH2:20][CH2:19]3)=[O:17])[CH:4]=[N:5][C:6]=12)=[O:12])[CH3:15], predict the reactants needed to synthesize it.